Dataset: Peptide-MHC class I binding affinity with 185,985 pairs from IEDB/IMGT. Task: Regression. Given a peptide amino acid sequence and an MHC pseudo amino acid sequence, predict their binding affinity value. This is MHC class I binding data. The binding affinity (normalized) is 0.299. The peptide sequence is DSVAKCCSK. The MHC is HLA-A68:01 with pseudo-sequence HLA-A68:01.